Dataset: Reaction yield outcomes from USPTO patents with 853,638 reactions. Task: Predict the reaction yield, written as a fraction of the theoretical maximum amount of product (1.0 means a 100% yield; for example, 0.34 means a 34% yield). The reactants are [N-:1]=[N+:2]=[N-:3].[Na+].OS(O)(=O)=O.[CH3:10][CH:11]1[CH2:16][C:15]([CH3:18])([CH3:17])[CH2:14][CH2:13][CH:12]1O.[NH4+].[OH-]. The catalyst is C(Cl)Cl. The yield is 0.440. The product is [N:1]([CH:13]1[CH2:14][C:15]([CH3:18])([CH3:17])[CH2:16][C:11]([CH3:10])=[CH:12]1)=[N+:2]=[N-:3].